From a dataset of Reaction yield outcomes from USPTO patents with 853,638 reactions. Predict the reaction yield, written as a fraction of the theoretical maximum amount of product (1.0 means a 100% yield; for example, 0.34 means a 34% yield). (1) No catalyst specified. The product is [F:27][C:28]1[CH:29]=[CH:30][C:31]([CH2:32][N:33]2[C:37](=[O:38])[N:36]([C:39]3[S:40][C:41]([C:45]([NH:58][CH2:57][C:54]4[CH:53]=[N:52][C:51]([CH3:50])=[CH:56][N:55]=4)=[O:46])=[C:42]([CH3:44])[N:43]=3)[CH:35]=[N:34]2)=[CH:48][CH:49]=1. The yield is 0.640. The reactants are CC1N=C(N2C(=O)N(CC3C=CC(C(F)(F)F)=CC=3)N=C2)SC=1C(O)=O.[F:27][C:28]1[CH:49]=[CH:48][C:31]([CH2:32][N:33]2[C:37](=[O:38])[N:36]([C:39]3[S:40][C:41]([C:45](O)=[O:46])=[C:42]([CH3:44])[N:43]=3)[CH:35]=[N:34]2)=[CH:30][CH:29]=1.[CH3:50][C:51]1[N:52]=[CH:53][C:54]([CH2:57][NH2:58])=[N:55][CH:56]=1. (2) The reactants are C([N:8](CC1C=CC=CC=1)[C:9]1[CH:14]=[C:13]([CH3:15])[C:12]([CH:16]2[O:20][CH2:19][CH2:18][O:17]2)=[CH:11][C:10]=1[CH3:21])C1C=CC=CC=1. The catalyst is C(O)C.O. The product is [O:17]1[CH2:18][CH2:19][O:20][CH:16]1[C:12]1[C:13]([CH3:15])=[CH:14][C:9]([NH2:8])=[C:10]([CH3:21])[CH:11]=1. The yield is 0.920. (3) The reactants are CCN(C(C)C)C(C)C.[OH:10][C:11]1[C:12]2[CH:13]=[CH:14][CH:15]=[N:16][C:17]=2[C:18]([CH3:28])([CH3:27])[C:19](=[O:26])[C:20]=1[C:21]([O:23]CC)=O.Cl.[C:30]([O:34][C:35](=[O:38])[CH2:36][NH2:37])([CH3:33])([CH3:32])[CH3:31]. The catalyst is O1CCOCC1. The product is [OH:10][C:11]1[C:12]2[CH:13]=[CH:14][CH:15]=[N:16][C:17]=2[C:18]([CH3:27])([CH3:28])[C:19](=[O:26])[C:20]=1[C:21]([NH:37][CH2:36][C:35]([O:34][C:30]([CH3:33])([CH3:32])[CH3:31])=[O:38])=[O:23]. The yield is 0.470. (4) The product is [CH:1]([N:14]1[C:15]2[C:16](=[CH:17][C:18]([Cl:21])=[CH:19][CH:20]=2)[CH:22]=[C:23]1[CH2:24][CH2:25][OH:26])([C:8]1[CH:9]=[CH:10][CH:11]=[CH:12][CH:13]=1)[C:2]1[CH:7]=[CH:6][CH:5]=[CH:4][CH:3]=1. The catalyst is CN(C=O)C. The yield is 0.300. The reactants are [CH:1]([NH:14][C:15]1[CH:20]=[CH:19][C:18]([Cl:21])=[CH:17][C:16]=1[C:22]#[C:23][CH2:24][CH2:25][OH:26])([C:8]1[CH:13]=[CH:12][CH:11]=[CH:10][CH:9]=1)[C:2]1[CH:7]=[CH:6][CH:5]=[CH:4][CH:3]=1. (5) The reactants are [NH2:1][C:2]1[N:7]=[C:6]([Cl:8])[CH:5]=[C:4]([CH3:9])[N:3]=1.[Br:10]Br. The catalyst is ClCCl. The product is [Br:10][C:5]1[C:6]([Cl:8])=[N:7][C:2]([NH2:1])=[N:3][C:4]=1[CH3:9]. The yield is 0.970.